From a dataset of Experimentally validated miRNA-target interactions with 360,000+ pairs, plus equal number of negative samples. Binary Classification. Given a miRNA mature sequence and a target amino acid sequence, predict their likelihood of interaction. (1) The miRNA is hsa-miR-299-5p with sequence UGGUUUACCGUCCCACAUACAU. The protein sequence of the target gene is MEMDEDPDNLPAQGQGNIIITKYEQGHRAGAAVDLGHEQVDVRKYTNNLGIVHEMELPRVSALEVKQRRKESKRTNKWQKMLADWTKYRSTKKLSQRVCKVIPLAVRGRALSLLLDIDKIKSQNPGKYKVMKEKGKRSSRIIHCIQLDVSHTLQKHMMFIQRFGVKQQELCDILVAYSAYNPVSIPGQRYSWYLCPYSQAWVSLGGVATS. Result: 0 (no interaction). (2) The miRNA is hsa-miR-4251 with sequence CCUGAGAAAAGGGCCAA. The protein sequence of the target gene is MDFLLLGLCLHWLLRRPSGVVLCLLGACFQMLPAAPSGCPGQCRCEGRLLYCEALNLTEAPHNLSGLLGLSLRYNSLSELRAGQFTGLMQLTWLYLDHNHICSVQGDAFQKLRRVKELTLSSNQITELANTTFRPMPNLRSVDLSYNKLQALAPDLFHGLRKLTTLHMRANAIQFVPVRIFQDCRSLKFLDIGYNQLKSLARNSFAGLFKLTELHLEHNDLIKVNFAHFPRLISLHSLCLRRNKVAIVVSSLDWVWNLEKMDLSGNEIEYMEPHVFETVPYLQTLQLDSNRLTYIEPRIL.... Result: 0 (no interaction). (3) The miRNA is hsa-miR-4316 with sequence GGUGAGGCUAGCUGGUG. The protein sequence of the target gene is MSSAPEPPTFKKEPPKEKEFQSPGLRGVRTTTLFRAVNPELFIKPNKPVMAFGLVTLSLCVAYIGYLHAIQENKKDLYEAIDSEGHSYMRRKTSKWD. Result: 0 (no interaction). (4) The miRNA is hsa-miR-367-5p with sequence ACUGUUGCUAAUAUGCAACUCU. The protein sequence of the target gene is MELSAVGERVFAAESIIKRRIRKGRIEYLVKWKGWAIKYSTWEPEENILDSRLIAAFEQKERERELYGPKKRGPKPKTFLLKARAQAEALRISDVHFSVKPSASASSPKLHSSAAVHRLKKDIRRCHRMSRRPLPRPDPQGGSPGLRPPISPFSETVRIINRKVKPREPKRNRIILNLKVIDKGPGGGSTAQGTGALARPKVPSRNRVIGKSKKFSESMLRTQIRHMKFGTFALYKPPPAPLAPSTAGKADVASSGPGLLLATPAAAPFDAHSSSSSGCPSPTLQSSDPDDAPPKLLPET.... Result: 0 (no interaction). (5) The miRNA is hsa-miR-6720-5p with sequence UUCCAGCCCUGGUAGGCGCCGCG. The protein sequence of the target gene is MGLGLLLPLLLLWTRGTQGSELDPKGQHVCVASSPSAELQCCAGWRQKDQECTIPICEGPDACQKDEVCVKPGLCRCKPGFFGAHCSSRCPGQYWGPDCRESCPCHPHGQCEPATGACQCQADRWGARCEFPCACGPHGRCDPATGVCHCEPGWWSSTCRRPCQCNTAAARCEQATGACVCKPGWWGRRCSFRCNCHGSPCEQDSGRCACRPGWWGPECQQQCECVRGRCSAASGECTCPPGFRGARCELPCPAGSHGVQCAHSCGRCKHNEPCSPDTGSCESCEPGWNGTQCQQPCLPG.... Result: 1 (interaction). (6) The miRNA is mmu-miR-31-5p with sequence AGGCAAGAUGCUGGCAUAGCUG. The protein sequence of the target gene is MGAKEATVRGPGASPVHRTCHLIPLLLAGMLTTGLAQSPVPTSAPRGFWALSENLTVVEGSTVKLWCGVRAPGSVVQWAKDGLLLGPNPKIPGFPRYSLEGDSAKGEFHLLIEACDLSDDAEYECQVGRSELGPELVSPSVILSILVSPKVLQLTPEAGSTVTWVAGQEYVVTCVSGDAKPAPDIIFIQGGRTVEDVSSSVNEGSEEKLFFTEAEARVTPQSSDNGQLLVCEGSNPALATPIKASFTMNILFPPGPPVIDWPGLNEGHVRAGENLELPCIARGGNPPATLQWLKNGKPVS.... Result: 0 (no interaction). (7) The miRNA is hsa-miR-6086 with sequence GGAGGUUGGGAAGGGCAGAG. The protein sequence of the target gene is MLDGLKMEENFQSAIETSASFSSLLGRAVSPKSVCEGCQRVISDRFLLRLNDSFWHEQCVQCASCKEPLETTCFYRDKKLYCKYHYEKLFAVKCGGCFEAIAPNEFVMRAQKSVYHLSCFCCCVCERQLQKGDEFVLKEGQLLCKGDYEKERELLSLVSPAASDSGKSDDEESLCKSAHGAGKGASEDGKDHKRPKRPRTILTTQQRRAFKASFEVSSKPCRKVRETLAAETGLSVRVVQVWFQNQRAKMKKLARRQQQQQQDQQNTQRLTSAQTNGSGNAGMEGIMNPYTTLPTPQQLL.... Result: 0 (no interaction). (8) The miRNA is hsa-miR-4324 with sequence CCCUGAGACCCUAACCUUAA. The protein sequence of the target gene is MLVLFETSVGYAIFKVLNEKKLQEVDSLWKEFETPEKANKIVKLKHFEKFQDTAEALAAFTALMEGKINKQLKKVLKKIVKEAHEPLAVADAKLGGVIKEKLNLSCIHSPVVNELMRGIRSQMDGLIPGVEPREMAAMCLGLAHSLSRYRLKFSADKVDTMIVQAISLLDDLDKELNNYIMRCREWYGWHFPELGKIISDNLTYCKCLQKVGDRKNYASAKLSELLPEEVEAEVKAAAEISMGTEVSEEDICNILHLCTQVIEISEYRTQLYEYLQNRMMAIAPNVTVMVGELVGARLIA.... Result: 0 (no interaction). (9) The miRNA is hsa-miR-185-5p with sequence UGGAGAGAAAGGCAGUUCCUGA. The protein sequence of the target gene is MQSTDLGNKESGKIWHRKPSPATRDGIIVNIIHNTSDYHPKVLRFLNVAFDGTGDCLIAGDHQGNIYVFDLHGNRFNLVQRTAQACTALAFNLRRKSEFLVALADYSIKCFDTVTKELVSWMRGHESSVFSISVHASGKYAITTSSDTAQLWDLDTFQRKRKLNIRQSVGIQKVFFLPLSNTILSCFKDNSIFAWECDTLFCKYQLPAPPESSSILYKVFAVTRDGRILAAGGKSNHLHLWCLEARQLFRIIQMPTKVRAIRHLEFLPDSFDAGSNQVLGVLSQDGIMRFINMQTCKLLF.... Result: 0 (no interaction). (10) The miRNA is hsa-miR-340-5p with sequence UUAUAAAGCAAUGAGACUGAUU. The protein sequence of the target gene is MAPPAHKSILERSENVLMSPWKGKLIVQDRMLCDIALWSTYGAMIPTQLPQELDFKYVMKVSSLKKRLPEAAFRKQNYLEEKVCFQDLCFNLYEVELSNRQGENIDKLTECIKNKQLAIIKCLEDRGFFILLTSSALLSEPDFGGKQMGLHGLHLFRSPLSTGVKDLKVEDDISMKVIPILSTLNCALLETKKSLPEERIHPNTLVKRHFQELYKADRSPSLSVAPQDRMKDPTFLGKLPSGFDLIPPAEKCPSESLTQLNSYFSDPSAYILEVSTALDLLAEHPQSPCVSDGICDAGFS.... Result: 1 (interaction).